From a dataset of Forward reaction prediction with 1.9M reactions from USPTO patents (1976-2016). Predict the product of the given reaction. Given the reactants [C:1]([O:5][C:6](=[O:30])[N:7]([C:19]1[CH:24]=[CH:23][C:22]([N+:25]([O-])=O)=[C:21]([C:28]#[N:29])[N:20]=1)[CH2:8][C:9]1[CH:14]=[CH:13][C:12]([O:15][CH3:16])=[CH:11][C:10]=1[O:17][CH3:18])([CH3:4])([CH3:3])[CH3:2], predict the reaction product. The product is: [C:1]([O:5][C:6](=[O:30])[N:7]([C:19]1[CH:24]=[CH:23][C:22]([NH2:25])=[C:21]([CH2:28][NH2:29])[N:20]=1)[CH2:8][C:9]1[CH:14]=[CH:13][C:12]([O:15][CH3:16])=[CH:11][C:10]=1[O:17][CH3:18])([CH3:4])([CH3:2])[CH3:3].